From a dataset of Forward reaction prediction with 1.9M reactions from USPTO patents (1976-2016). Predict the product of the given reaction. (1) Given the reactants [CH2:1]([N:3]([CH2:6][C:7]1[S:11][C:10]([C:12]2[O:16][N:15]=[C:14]([C:17]3[CH:22]=[C:21]([CH3:23])[C:20]([OH:24])=[C:19]([CH2:25][CH3:26])[CH:18]=3)[N:13]=2)=[CH:9][C:8]=1[CH3:27])[CH2:4][CH3:5])[CH3:2].C([O-])([O-])=O.[K+].[K+].C([NH:41][CH2:42][CH2:43]Br)(OC(C)(C)C)=O, predict the reaction product. The product is: [CH2:1]([N:3]([CH2:6][C:7]1[S:11][C:10]([C:12]2[O:16][N:15]=[C:14]([C:17]3[CH:22]=[C:21]([CH3:23])[C:20]([O:24][CH2:43][CH2:42][NH2:41])=[C:19]([CH2:25][CH3:26])[CH:18]=3)[N:13]=2)=[CH:9][C:8]=1[CH3:27])[CH2:4][CH3:5])[CH3:2]. (2) The product is: [Br:18][C:15]1[C:7]2[C:6]3[CH:5]=[C:4]([O:16][CH3:17])[C:3]([O:2][CH3:1])=[CH:12][C:11]=3[N:10]=[CH:9][C:8]=2[NH:13][N:14]=1. Given the reactants [CH3:1][O:2][C:3]1[C:4]([O:16][CH3:17])=[CH:5][C:6]2[C:7]3[CH:15]=[N:14][NH:13][C:8]=3[CH:9]=[N:10][C:11]=2[CH:12]=1.[Br:18]Br, predict the reaction product. (3) Given the reactants [NH3:1].[CH2:2]([O:4][C:5]([C:7]1[C:8]2[S:16][CH:15]=[C:14]([CH2:17][O:18][C:19]3[CH:24]=[CH:23][CH:22]=[C:21]([NH:25][C:26](=[O:34])[C:27]4[CH:32]=[CH:31][C:30]([Cl:33])=[CH:29][CH:28]=4)[CH:20]=3)[C:9]=2[C:10](Cl)=[N:11][CH:12]=1)=[O:6])[CH3:3], predict the reaction product. The product is: [CH2:2]([O:4][C:5]([C:7]1[C:8]2[S:16][CH:15]=[C:14]([CH2:17][O:18][C:19]3[CH:24]=[CH:23][CH:22]=[C:21]([NH:25][C:26](=[O:34])[C:27]4[CH:32]=[CH:31][C:30]([Cl:33])=[CH:29][CH:28]=4)[CH:20]=3)[C:9]=2[C:10]([NH2:1])=[N:11][CH:12]=1)=[O:6])[CH3:3].